The task is: Predict which catalyst facilitates the given reaction.. This data is from Catalyst prediction with 721,799 reactions and 888 catalyst types from USPTO. (1) The catalyst class is: 14. Product: [C:17]1([C:14]2[N:13]=[CH:12][C:11]([C:10]3[CH:9]=[N:8][N:7]4[C:2]([NH2:1])=[C:3]5[CH2:25][CH2:24][CH:23]([NH:33][CH:30]6[CH2:31][CH2:32][O:27][CH2:28][CH2:29]6)[C:4]5=[N:5][C:6]=34)=[CH:16][CH:15]=2)[CH:18]=[CH:19][CH:20]=[CH:21][CH:22]=1. Reactant: [NH2:1][C:2]1[N:7]2[N:8]=[CH:9][C:10]([C:11]3[CH:12]=[N:13][C:14]([C:17]4[CH:22]=[CH:21][CH:20]=[CH:19][CH:18]=4)=[CH:15][CH:16]=3)=[C:6]2[N:5]=[C:4]2[C:23](=O)[CH2:24][CH2:25][C:3]=12.[O:27]1[CH2:32][CH2:31][CH:30]([NH2:33])[CH2:29][CH2:28]1.CC(O)=O.[BH3-]C#N.[Na+]. (2) Reactant: [CH:1]1[C:10]2[C:5](=[CH:6][CH:7]=[CH:8][CH:9]=2)[CH:4]=[CH:3][C:2]=1[C:11]1[CH2:15][CH2:14][C:13](=[O:16])[CH:12]=1.[Cl-].[Cl-].[Cl-].[Ce+3].[BH4-].[Na+]. Product: [CH:1]1[C:10]2[C:5](=[CH:6][CH:7]=[CH:8][CH:9]=2)[CH:4]=[CH:3][C:2]=1[C:11]1[CH2:15][CH2:14][CH:13]([OH:16])[CH:12]=1. The catalyst class is: 8. (3) Reactant: C(OC([N:8]1[C:12]2[CH:13]=[C:14]([F:18])[CH:15]=[C:16]([I:17])[C:11]=2[N:10]=[CH:9]1)=O)(C)(C)C.FC1C=C(N)C(N)=C(I)C=1.[OH-].[Na+]. Product: [F:18][C:14]1[CH:15]=[C:16]([I:17])[C:11]2[N:10]=[CH:9][NH:8][C:12]=2[CH:13]=1. The catalyst class is: 106. (4) Reactant: [CH2:1]([N:8]([CH2:38][CH2:39][OH:40])[CH2:9][C@@H:10]([C:19]1[CH:20]=[CH:21][C:22]([Cl:37])=[C:23]([N:25]([S:33]([CH3:36])(=[O:35])=[O:34])[C:26](=[O:32])[O:27][C:28]([CH3:31])([CH3:30])[CH3:29])[CH:24]=1)[O:11][Si:12]([CH2:17][CH3:18])([CH2:15][CH3:16])[CH2:13][CH3:14])[C:2]1[CH:7]=[CH:6][CH:5]=[CH:4][CH:3]=1.[C:41]1([CH3:47])C=CC=C[CH:42]=1.C(N(CCO)C[C@@H]([C:66]1[CH:67]=[CH:68][C:69](Cl)=[C:70]([N:72](S(C)(=O)=O)[C:73](=[O:79])[O:74][C:75]([CH3:78])([CH3:77])[CH3:76])[CH:71]=1)O[Si](CC)(CC)CC)C1C=CC=CC=1.C1(P(C2C=CC=CC=2)C2C=CC=CC=2)C=CC=CC=1.C[N:108](C(/N=N/C(N(C)C)=O)=O)C. Product: [CH2:1]([N:8]([CH2:9][C@@H:10]([C:19]1[CH:20]=[CH:21][C:22]([Cl:37])=[C:23]([N:25]([C:26]([O:27][C:28]([CH3:29])([CH3:30])[CH3:31])=[O:32])[S:33]([CH3:36])(=[O:34])=[O:35])[CH:24]=1)[O:11][Si:12]([CH2:15][CH3:16])([CH2:13][CH3:14])[CH2:17][CH3:18])[CH2:38][CH2:39][O:40][C:66]1[CH:71]=[C:70]2[C:69]([C:42]([CH2:41][CH3:47])=[N:108][N:72]2[C:73]([O:74][C:75]([CH3:76])([CH3:77])[CH3:78])=[O:79])=[CH:68][CH:67]=1)[C:2]1[CH:7]=[CH:6][CH:5]=[CH:4][CH:3]=1. The catalyst class is: 11. (5) Reactant: [H-].[Na+].[CH2:3]1[C:9]2[CH:10]=[CH:11][CH2:12][CH2:13][C:8]=2[CH2:7][CH2:6][NH:5][C:4]1=[O:14].[CH3:15]I. Product: [CH3:15][N:5]1[C:4](=[O:14])[CH2:3][C:9]2[CH:10]=[CH:11][CH2:12][CH2:13][C:8]=2[CH2:7][CH2:6]1. The catalyst class is: 3.